Dataset: Reaction yield outcomes from USPTO patents with 853,638 reactions. Task: Predict the reaction yield, written as a fraction of the theoretical maximum amount of product (1.0 means a 100% yield; for example, 0.34 means a 34% yield). (1) The reactants are CS(C)=O.Cl[C:6]1[N:7]([CH2:28][CH:29]2[CH2:31][CH2:30]2)[C:8]2[C:13]([N:14]=1)=[C:12]([N:15]1[CH2:20][CH2:19][O:18][CH2:17][CH2:16]1)[N:11]=[C:10]([C:21]1[CH:22]=[N:23][C:24]([NH2:27])=[N:25][CH:26]=1)[N:9]=2.[NH:32]1[CH2:37][CH2:36][O:35][CH2:34][CH2:33]1. The catalyst is ClCCl.CO. The product is [CH:29]1([CH2:28][N:7]2[C:6]([N:32]3[CH2:37][CH2:36][O:35][CH2:34][CH2:33]3)=[N:14][C:13]3[C:8]2=[N:9][C:10]([C:21]2[CH:22]=[N:23][C:24]([NH2:27])=[N:25][CH:26]=2)=[N:11][C:12]=3[N:15]2[CH2:20][CH2:19][O:18][CH2:17][CH2:16]2)[CH2:31][CH2:30]1. The yield is 1.00. (2) The reactants are [NH2:1][C@H:2]([C:13]1[N:18]([C:19]2[CH:24]=[C:23]([F:25])[CH:22]=[C:21]([F:26])[CH:20]=2)[C:17](=[O:27])[C:16]2=[C:28]([C:31]#[N:32])[CH:29]=[CH:30][N:15]2[N:14]=1)[CH2:3][CH2:4][O:5][CH2:6][C:7]1[CH:12]=[CH:11][CH:10]=[CH:9][CH:8]=1.[NH2:33][C:34]1[C:39]([C:40]#[N:41])=[C:38](Cl)[N:37]=[CH:36][N:35]=1.C(N(CC)C(C)C)(C)C. The catalyst is C(O)CCC. The product is [NH2:33][C:34]1[N:35]=[CH:36][N:37]=[C:38]([NH:1][C@H:2]([C:13]2[N:18]([C:19]3[CH:20]=[C:21]([F:26])[CH:22]=[C:23]([F:25])[CH:24]=3)[C:17](=[O:27])[C:16]3=[C:28]([C:31]#[N:32])[CH:29]=[CH:30][N:15]3[N:14]=2)[CH2:3][CH2:4][O:5][CH2:6][C:7]2[CH:8]=[CH:9][CH:10]=[CH:11][CH:12]=2)[C:39]=1[C:40]#[N:41]. The yield is 0.640. (3) The reactants are [Br:1][C:2]1[C:6]2[N:7]=[CH:8][NH:9][C:10](=O)[C:5]=2[S:4][CH:3]=1.C(=O)([O-])[O-].[Na+].[Na+].P(Cl)(Cl)([Cl:20])=O. No catalyst specified. The product is [Br:1][C:2]1[C:6]2[N:7]=[CH:8][N:9]=[C:10]([Cl:20])[C:5]=2[S:4][CH:3]=1. The yield is 0.950. (4) The reactants are [OH:1][N:2]1[C:10](=[O:11])[C:9]2[C:4](=[CH:5][CH:6]=[CH:7][CH:8]=2)[C:3]1=[O:12].O[CH:14]1[CH2:19][N:18]([C:20]([O:22][C:23]([CH3:26])([CH3:25])[CH3:24])=[O:21])[CH2:17][C:16]2[N:27]([CH3:30])[N:28]=[CH:29][C:15]1=2.C1(P(C2C=CC=CC=2)C2C=CC=CC=2)C=CC=CC=1.CC(OC(/N=N/C(OC(C)C)=O)=O)C. The catalyst is C1COCC1. The product is [O:12]=[C:3]1[C:4]2[C:9](=[CH:8][CH:7]=[CH:6][CH:5]=2)[C:10](=[O:11])[N:2]1[O:1][CH:14]1[CH2:19][N:18]([C:20]([O:22][C:23]([CH3:24])([CH3:25])[CH3:26])=[O:21])[CH2:17][C:16]2[N:27]([CH3:30])[N:28]=[CH:29][C:15]1=2. The yield is 0.350. (5) The reactants are C([BH3-])#N.[Na+].[Cl:5][C:6]1[CH:11]=[CH:10][C:9]([C:12]2[S:33][C:15]3[C:16](=[O:32])[N:17]([C:20]4[CH:21]=[N:22][C:23]([O:26][C@@H:27]5[CH2:31][CH2:30][NH:29][CH2:28]5)=[CH:24][CH:25]=4)[CH:18]=[CH:19][C:14]=3[CH:13]=2)=[CH:8][CH:7]=1.C(O[C:37]1(O[Si](C)(C)C)[CH2:39][CH2:38]1)C.[Cl-].[NH4+]. The catalyst is C(O)(=O)C.CO.ClCCl.ClCCl.CO. The product is [ClH:5].[Cl:5][C:6]1[CH:11]=[CH:10][C:9]([C:12]2[S:33][C:15]3[C:16](=[O:32])[N:17]([C:20]4[CH:21]=[N:22][C:23]([O:26][C@@H:27]5[CH2:31][CH2:30][N:29]([CH:37]6[CH2:39][CH2:38]6)[CH2:28]5)=[CH:24][CH:25]=4)[CH:18]=[CH:19][C:14]=3[CH:13]=2)=[CH:8][CH:7]=1. The yield is 0.230.